This data is from Full USPTO retrosynthesis dataset with 1.9M reactions from patents (1976-2016). The task is: Predict the reactants needed to synthesize the given product. (1) The reactants are: Cl[C:2]1[CH:7]=[C:6]([CH2:8][O:9][CH3:10])[N:5]=[C:4]([C:11]2[N:12]=[C:13]([CH3:16])[S:14][CH:15]=2)[N:3]=1.[CH3:17][O:18][C:19]1[CH:20]=[CH:21][C:22]([CH3:26])=[C:23]([CH:25]=1)[NH2:24]. Given the product [CH3:17][O:18][C:19]1[CH:20]=[CH:21][C:22]([CH3:26])=[C:23]([CH:25]=1)[NH:24][C:2]1[CH:7]=[C:6]([CH2:8][O:9][CH3:10])[N:5]=[C:4]([C:11]2[N:12]=[C:13]([CH3:16])[S:14][CH:15]=2)[N:3]=1, predict the reactants needed to synthesize it. (2) The reactants are: FC1C=CC=C(OC)C=1OC1C=CC(C)=CC=1[N+]([O-])=O.BrN1C(=O)CCC1=O.C(OO[C:39](=[O:46])C1C=CC=CC=1)(=O)C1C=CC=CC=1.CS([O-])=O.[Na+].[F:52][C:53]1[CH:71]=[CH:70][CH:69]=[C:68]([O:72][CH3:73])[C:54]=1[O:55][C:56]1[CH:62]=[CH:61][C:60]([CH2:63][S:64]([CH3:67])(=[O:66])=[O:65])=[CH:59][C:57]=1[NH2:58].[NH2:74][C:75]1[S:76][CH:77]=[CH:78][N:79]=1. Given the product [F:52][C:53]1[CH:71]=[CH:70][CH:69]=[C:68]([O:72][CH3:73])[C:54]=1[O:55][C:56]1[CH:62]=[CH:61][C:60]([CH2:63][S:64]([CH3:67])(=[O:66])=[O:65])=[CH:59][C:57]=1[NH:58][C:39]([NH:74][C:75]1[S:76][CH:77]=[CH:78][N:79]=1)=[O:46], predict the reactants needed to synthesize it. (3) Given the product [C:3]([O:7][C:8]([N:10]1[CH2:15][CH2:14][CH:13]([OH:16])[CH2:12][CH2:11]1)=[O:9])([CH3:6])([CH3:4])[CH3:5], predict the reactants needed to synthesize it. The reactants are: [BH4-].[Na+].[C:3]([O:7][C:8]([N:10]1[CH2:15][CH2:14][C:13](=[O:16])[CH2:12][CH2:11]1)=[O:9])([CH3:6])([CH3:5])[CH3:4].C(N(CC)CC)C. (4) The reactants are: [CH3:1][O:2][C:3]1[CH:31]=[C:30]([O:32][CH3:33])[CH:29]=[CH:28][C:4]=1[CH2:5][N:6]1[C:13](=O)[C@H:12]2[N:15]([C:18]3[CH:27]=[CH:26][C:25]4[C:20](=[CH:21][CH:22]=[CH:23][CH:24]=4)[CH:19]=3)[C:16](=O)[C@@H:7]1[CH2:8][CH:9]=[CH:10][CH2:11]2. Given the product [CH3:1][O:2][C:3]1[CH:31]=[C:30]([O:32][CH3:33])[CH:29]=[CH:28][C:4]=1[CH2:5][N:6]1[CH2:13][C@H:12]2[N:15]([C:18]3[CH:27]=[CH:26][C:25]4[C:20](=[CH:21][CH:22]=[CH:23][CH:24]=4)[CH:19]=3)[CH2:16][C@@H:7]1[CH2:8][CH:9]=[CH:10][CH2:11]2, predict the reactants needed to synthesize it. (5) Given the product [Cl:1][C:2]1[CH:3]=[C:4]([S:9]([NH:12][C:13]2[CH:14]=[N:15][C:16]([Cl:25])=[CH:17][C:18]=2[O:19][CH3:20])(=[O:11])=[O:10])[CH:5]=[C:6]([Cl:8])[CH:7]=1, predict the reactants needed to synthesize it. The reactants are: [Cl:1][C:2]1[CH:3]=[C:4]([S:9]([NH:12][C:13]2[CH:14]=[N:15][C:16](S(C)(=O)=O)=[CH:17][C:18]=2[O:19][CH3:20])(=[O:11])=[O:10])[CH:5]=[C:6]([Cl:8])[CH:7]=1.[Cl:25]C1N=CC(N)=C(OC)C=1.CS(C1N=CC(N)=C(OC)C=1)(=O)=O. (6) Given the product [CH3:39][C:40]([OH:41])([CH3:43])[CH2:42][N:29]1[CH2:30][CH2:31][CH:26]([CH2:25][O:24][C:21]2[CH:22]=[CH:23][C:18]([C:15]3[CH:14]=[CH:13][C:12]([S:9]([CH3:8])(=[O:11])=[O:10])=[CH:17][CH:16]=3)=[CH:19][CH:20]=2)[CH2:27][CH2:28]1, predict the reactants needed to synthesize it. The reactants are: FC(F)(F)C(O)=O.[CH3:8][S:9]([C:12]1[CH:17]=[CH:16][C:15]([C:18]2[CH:23]=[CH:22][C:21]([O:24][CH2:25][CH:26]3[CH2:31][CH2:30][NH:29][CH2:28][CH2:27]3)=[CH:20][CH:19]=2)=[CH:14][CH:13]=1)(=[O:11])=[O:10].C([O-])([O-])=O.[K+].[K+].O.[CH3:39][C:40]1([CH3:43])[CH2:42][O:41]1. (7) Given the product [N+:10]([C:8]1[CH:9]=[C:4]([C:18]2[S:14][CH:15]=[N:16][CH:17]=2)[C:5]([OH:13])=[N:6][CH:7]=1)([O-:12])=[O:11], predict the reactants needed to synthesize it. The reactants are: N#N.I[C:4]1[C:5]([OH:13])=[N:6][CH:7]=[C:8]([N+:10]([O-:12])=[O:11])[CH:9]=1.[S:14]1[CH:18]=[CH:17][N:16]=[CH:15]1.C([O-])(=O)C.[K+]. (8) Given the product [F:1][C:2]1[CH:3]=[C:4]2[NH:12][CH:11]=[CH:10][C:5]2=[N:6][C:7]=1[C:8]#[N:9], predict the reactants needed to synthesize it. The reactants are: [F:1][C:2]1[CH:3]=[C:4]2[N:12](S(C3C=CC(C)=CC=3)(=O)=O)[CH:11]=[CH:10][C:5]2=[N:6][C:7]=1[C:8]#[N:9].[OH-].[Na+].